The task is: Predict the reactants needed to synthesize the given product.. This data is from Full USPTO retrosynthesis dataset with 1.9M reactions from patents (1976-2016). (1) Given the product [CH3:1][O:2][C:3]1[CH:4]=[C:5]([N:12]2[CH2:13][CH2:14][N:15]([CH2:18][CH2:19][CH3:20])[CH2:16][CH2:17]2)[CH:6]=[CH:7][C:8]=1[NH2:9], predict the reactants needed to synthesize it. The reactants are: [CH3:1][O:2][C:3]1[CH:4]=[C:5]([N:12]2[CH2:17][CH2:16][N:15]([CH2:18][CH2:19][CH3:20])[CH2:14][CH2:13]2)[CH:6]=[CH:7][C:8]=1[N+:9]([O-])=O.O.NN. (2) Given the product [C:31]1([CH:7]([C:1]2[CH:2]=[CH:3][CH:4]=[CH:5][CH:6]=2)[N:8]2[C:16]3[C:11](=[CH:12][CH:13]=[CH:14][CH:15]=3)[C:10]([OH:29])([C:17]3[C:22]([OH:23])=[CH:21][N:20]=[C:19]([O:27][CH3:28])[CH:18]=3)[C:9]2=[O:30])[CH:32]=[CH:33][CH:34]=[CH:35][CH:36]=1, predict the reactants needed to synthesize it. The reactants are: [C:1]1([CH:7]([C:31]2[CH:36]=[CH:35][CH:34]=[CH:33][CH:32]=2)[N:8]2[C:16]3[C:11](=[CH:12][CH:13]=[CH:14][CH:15]=3)[C:10]([OH:29])([C:17]3[C:22]([O:23]COC)=[CH:21][N:20]=[C:19]([O:27][CH3:28])[CH:18]=3)[C:9]2=[O:30])[CH:6]=[CH:5][CH:4]=[CH:3][CH:2]=1.FC(F)(F)C(O)=O. (3) Given the product [C:20]([C:17]1[CH:16]=[CH:15][C:14]([CH2:13][O:12][C:5]2[CH:4]=[CH:3][C:2]([NH:1][C:33]([NH:32][C:28]3[CH:29]=[CH:30][CH:31]=[C:26]([O:25][CH3:24])[CH:27]=3)=[O:34])=[CH:7][C:6]=2[C:8](=[O:11])[CH2:9][CH3:10])=[CH:19][CH:18]=1)([CH3:22])([CH3:21])[CH3:23], predict the reactants needed to synthesize it. The reactants are: [NH2:1][C:2]1[CH:3]=[CH:4][C:5]([O:12][CH2:13][C:14]2[CH:19]=[CH:18][C:17]([C:20]([CH3:23])([CH3:22])[CH3:21])=[CH:16][CH:15]=2)=[C:6]([C:8](=[O:11])[CH2:9][CH3:10])[CH:7]=1.[CH3:24][O:25][C:26]1[CH:27]=[C:28]([N:32]=[C:33]=[O:34])[CH:29]=[CH:30][CH:31]=1. (4) The reactants are: [F:1][C:2]1[CH:7]=[CH:6][CH:5]=[CH:4][C:3]=1[N:8]1[CH:12]=[C:11]([C:13]2[CH2:14][CH2:15][N:16](C(OC(C)(C)C)=O)[CH2:17][CH:18]=2)[N:10]=[N:9]1.[ClH:26].C(OCC)(=O)C. Given the product [ClH:26].[F:1][C:2]1[CH:7]=[CH:6][CH:5]=[CH:4][C:3]=1[N:8]1[CH:12]=[C:11]([C:13]2[CH2:14][CH2:15][NH:16][CH2:17][CH:18]=2)[N:10]=[N:9]1, predict the reactants needed to synthesize it.